Regression. Given a peptide amino acid sequence and an MHC pseudo amino acid sequence, predict their binding affinity value. This is MHC class II binding data. From a dataset of Peptide-MHC class II binding affinity with 134,281 pairs from IEDB. The peptide sequence is TLLRAVESYLLAHSD. The MHC is DRB1_1201 with pseudo-sequence DRB1_1201. The binding affinity (normalized) is 0.553.